The task is: Predict the reactants needed to synthesize the given product.. This data is from Full USPTO retrosynthesis dataset with 1.9M reactions from patents (1976-2016). (1) Given the product [Cl:16][C:17]1[CH:25]=[CH:24][C:20]([C:21]([NH:1][C:2]2[CH:7]=[CH:6][C:5]([CH3:8])=[CH:4][CH:3]=2)=[O:22])=[CH:19][C:18]=1[C:26]([F:27])([F:28])[F:29], predict the reactants needed to synthesize it. The reactants are: [NH2:1][C:2]1[CH:7]=[CH:6][C:5]([CH3:8])=[CH:4][CH:3]=1.CCN(CC)CC.[Cl:16][C:17]1[CH:25]=[CH:24][C:20]([C:21](Cl)=[O:22])=[CH:19][C:18]=1[C:26]([F:29])([F:28])[F:27]. (2) Given the product [C:13]([CH2:15][O:16][C:17]1[CH:18]=[C:19]([CH:43]=[CH:44][CH:45]=1)[C:20]([NH:22][C:23]1[CH:24]=[CH:25][C:26]([CH3:42])=[C:27]([NH:29][C:30](=[O:41])[C:31]2[CH:36]=[CH:35][C:34]([O:37][CH3:38])=[C:33]([O:39][CH3:40])[CH:32]=2)[CH:28]=1)=[O:21])([OH:14])=[O:12], predict the reactants needed to synthesize it. The reactants are: FC(F)(F)C(O)=O.C([O:12][C:13]([CH2:15][O:16][C:17]1[CH:18]=[C:19]([CH:43]=[CH:44][CH:45]=1)[C:20]([NH:22][C:23]1[CH:24]=[CH:25][C:26]([CH3:42])=[C:27]([NH:29][C:30](=[O:41])[C:31]2[CH:36]=[CH:35][C:34]([O:37][CH3:38])=[C:33]([O:39][CH3:40])[CH:32]=2)[CH:28]=1)=[O:21])=[O:14])(C)(C)C. (3) The reactants are: [C:1](/[N:3]=[C:4](\SC)/[NH:5][C:6]1[CH:11]=[CH:10][C:9]([C:12](=[O:16])[N:13]([CH3:15])[CH3:14])=[CH:8][CH:7]=1)#[N:2].[NH2:19][NH2:20]. Given the product [NH2:2][C:1]1[NH:20][N:19]=[C:4]([NH:5][C:6]2[CH:11]=[CH:10][C:9]([C:12]([N:13]([CH3:15])[CH3:14])=[O:16])=[CH:8][CH:7]=2)[N:3]=1, predict the reactants needed to synthesize it. (4) Given the product [F:29][C:30]1[CH:31]=[CH:32][C:33]([N:36]2[CH2:41][CH2:40][N:39]([CH2:15][CH:14]3[C:13](=[O:16])[C:12]4[C:11]5[C:6](=[CH:7][CH:8]=[CH:9][CH:10]=5)[N:5]([CH2:17][C:18]5[CH:27]=[CH:26][C:21]([C:22]([O:24][CH3:25])=[O:23])=[CH:20][CH:19]=5)[C:4]=4[CH2:3][CH2:2]3)[CH2:38][CH2:37]2)=[CH:34][CH:35]=1, predict the reactants needed to synthesize it. The reactants are: C[C:2]1(C)[C:14](=[CH2:15])[C:13](=[O:16])[C:12]2[C:11]3[C:6](=[CH:7][CH:8]=[CH:9][CH:10]=3)[N:5]([CH2:17][C:18]3[CH:27]=[CH:26][C:21]([C:22]([O:24][CH3:25])=[O:23])=[CH:20][CH:19]=3)[C:4]=2[CH2:3]1.[F:29][C:30]1[CH:35]=[CH:34][C:33]([N:36]2[CH2:41][CH2:40][NH:39][CH2:38][CH2:37]2)=[CH:32][CH:31]=1. (5) Given the product [Cl:21][C:22]1[CH:28]=[C:27]([Cl:29])[CH:26]=[CH:25][C:23]=1[NH:24][C:14]([C:12]1[S:13][C:9]([S:8][C:7]2[C:2]([Cl:1])=[CH:3][N:4]=[CH:5][C:6]=2[Cl:20])=[C:10]([N+:17]([O-:19])=[O:18])[CH:11]=1)=[O:15], predict the reactants needed to synthesize it. The reactants are: [Cl:1][C:2]1[CH:3]=[N:4][CH:5]=[C:6]([Cl:20])[C:7]=1[S:8][C:9]1[S:13][C:12]([C:14](Cl)=[O:15])=[CH:11][C:10]=1[N+:17]([O-:19])=[O:18].[Cl:21][C:22]1[CH:28]=[C:27]([Cl:29])[CH:26]=[CH:25][C:23]=1[NH2:24].